This data is from Forward reaction prediction with 1.9M reactions from USPTO patents (1976-2016). The task is: Predict the product of the given reaction. (1) Given the reactants [O:1]=[C:2]1[C:5]2([CH2:10][CH2:9][NH:8][CH2:7][CH2:6]2)[CH2:4][N:3]1[C:11]1[CH:18]=[CH:17][C:14]([C:15]#[N:16])=[CH:13][N:12]=1.[CH3:19][C:20]1[C:28]([C@@H:29]2[CH2:31][O:30]2)=[CH:27][CH:26]=[C:25]2[C:21]=1[CH2:22][O:23][C:24]2=[O:32], predict the reaction product. The product is: [OH:30][C@H:29]([C:28]1[C:20]([CH3:19])=[C:21]2[C:25](=[CH:26][CH:27]=1)[C:24](=[O:32])[O:23][CH2:22]2)[CH2:31][N:8]1[CH2:9][CH2:10][C:5]2([C:2](=[O:1])[N:3]([C:11]3[CH:18]=[CH:17][C:14]([C:15]#[N:16])=[CH:13][N:12]=3)[CH2:4]2)[CH2:6][CH2:7]1. (2) Given the reactants FC(F)(F)S(O[CH2:7][C:8]([F:11])([F:10])[F:9])(=O)=O.[Br:14][C:15]1[CH:16]=[C:17]2[C:22](=[CH:23][C:24]=1[CH2:25][N:26]1[CH2:31][CH2:30][NH:29][CH2:28][CH2:27]1)[N:21]=[CH:20][N:19]([CH2:32][C:33]1[CH:38]=[C:37]([Cl:39])[CH:36]=[CH:35][C:34]=1[S:40]([CH2:43][CH3:44])(=[O:42])=[O:41])[C:18]2=[O:45].CCN(C(C)C)C(C)C.O, predict the reaction product. The product is: [Br:14][C:15]1[CH:16]=[C:17]2[C:22](=[CH:23][C:24]=1[CH2:25][N:26]1[CH2:27][CH2:28][N:29]([CH2:7][C:8]([F:9])([F:10])[F:11])[CH2:30][CH2:31]1)[N:21]=[CH:20][N:19]([CH2:32][C:33]1[CH:38]=[C:37]([Cl:39])[CH:36]=[CH:35][C:34]=1[S:40]([CH2:43][CH3:44])(=[O:41])=[O:42])[C:18]2=[O:45].